Dataset: Forward reaction prediction with 1.9M reactions from USPTO patents (1976-2016). Task: Predict the product of the given reaction. (1) The product is: [ClH:26].[ClH:26].[CH3:23][N:22]([CH3:24])[C:21](=[O:25])[C:17]1[CH:18]=[CH:19][CH:20]=[C:15]([CH2:14][N:11]2[CH2:12][CH2:13][NH:8][CH2:9][CH2:10]2)[CH:16]=1. Given the reactants C(OC([N:8]1[CH2:13][CH2:12][N:11]([CH2:14][C:15]2[CH:20]=[CH:19][CH:18]=[C:17]([C:21](=[O:25])[N:22]([CH3:24])[CH3:23])[CH:16]=2)[CH2:10][CH2:9]1)=O)(C)(C)C.[ClH:26], predict the reaction product. (2) Given the reactants [CH:1]([NH2:4])([CH3:3])[CH3:2].C(O)(C)(C)C.[Br:10][C:11]1[CH:19]=[CH:18][C:14]([C:15]([OH:17])=[O:16])=[C:13](F)[CH:12]=1, predict the reaction product. The product is: [Br:10][C:11]1[CH:19]=[CH:18][C:14]([C:15]([OH:17])=[O:16])=[C:13]([NH:4][CH:1]([CH3:3])[CH3:2])[CH:12]=1. (3) Given the reactants Cl[C:2]1[C:11]2[C:6](=[CH:7][CH:8]=[C:9]([Cl:12])[CH:10]=2)[N:5]=[C:4]([N:13]2[CH2:19][CH2:18][CH2:17][C:16]3[CH:20]=[C:21]([C:24]([N:26]([CH3:28])[CH3:27])=[O:25])[CH:22]=[CH:23][C:15]=3[CH2:14]2)[CH:3]=1.[CH2:29]([NH2:32])[CH2:30][NH2:31], predict the reaction product. The product is: [NH2:31][CH2:30][CH2:29][NH:32][C:2]1[C:11]2[C:6](=[CH:7][CH:8]=[C:9]([Cl:12])[CH:10]=2)[N:5]=[C:4]([N:13]2[CH2:19][CH2:18][CH2:17][C:16]3[CH:20]=[C:21]([C:24]([N:26]([CH3:27])[CH3:28])=[O:25])[CH:22]=[CH:23][C:15]=3[CH2:14]2)[CH:3]=1. (4) Given the reactants [F:1][C:2]([F:28])([F:27])[C@H:3]1[CH2:8][CH2:7][C@H:6]([C:9]([N:11]2[CH2:15][CH2:14][CH2:13][C@@H:12]2[CH2:16][O:17][C:18]2[C:19]([C:24]([NH2:26])=[O:25])=[N:20][CH:21]=[CH:22][CH:23]=2)=[O:10])[CH2:5][CH2:4]1.[H-].[Na+].I[CH2:32][C:33]1([OH:39])[CH2:38][CH2:37][O:36][CH2:35][CH2:34]1.C(O)(=O)CC(CC(O)=O)(C(O)=O)O, predict the reaction product. The product is: [OH:39][C:33]1([CH2:32][NH:26][C:24](=[O:25])[C:19]2[C:18]([O:17][CH2:16][C@H:12]3[CH2:13][CH2:14][CH2:15][N:11]3[C:9]([C@H:6]3[CH2:7][CH2:8][C@H:3]([C:2]([F:1])([F:27])[F:28])[CH2:4][CH2:5]3)=[O:10])=[CH:23][CH:22]=[CH:21][N:20]=2)[CH2:38][CH2:37][O:36][CH2:35][CH2:34]1.